Dataset: Full USPTO retrosynthesis dataset with 1.9M reactions from patents (1976-2016). Task: Predict the reactants needed to synthesize the given product. (1) Given the product [F:33][C:34]1[C:66]([C:67]([F:70])([F:68])[F:69])=[CH:65][CH:64]=[CH:63][C:35]=1[C:36]([NH:38][C:39]1[CH:44]=[CH:43][C:42]([C:45]2[CH:53]=[C:52]3[C:48]([CH2:49][N:50]([C@@H:55]([CH:60]([CH3:62])[CH3:61])[C:56]([OH:58])=[O:57])[C:51]3=[O:54])=[CH:47][CH:46]=2)=[CH:41][CH:40]=1)=[O:37], predict the reactants needed to synthesize it. The reactants are: C(NC1C=CC(C2C=C3C(CN([C@@H](C(C)C)C(O)=O)C3=O)=CC=2)=CC=1)(=O)C1C=CC=CC=1.[F:33][C:34]1[C:66]([C:67]([F:70])([F:69])[F:68])=[CH:65][CH:64]=[CH:63][C:35]=1[C:36]([NH:38][C:39]1[CH:44]=[CH:43][C:42]([C:45]2[CH:53]=[C:52]3[C:48]([CH2:49][N:50]([C@@H:55]([CH:60]([CH3:62])[CH3:61])[C:56]([O:58]C)=[O:57])[C:51]3=[O:54])=[CH:47][CH:46]=2)=[CH:41][CH:40]=1)=[O:37]. (2) Given the product [Cl:1][C:2]1[CH:7]=[CH:6][N:5]=[C:4]2[NH:8][C:9]([C:11]3[C:15]4=[N:16][C:17]([O:22][CH3:23])=[C:18]([O:20][CH3:21])[CH:19]=[C:14]4[N:13]([CH2:24][CH2:25][N:26]4[CH2:27][CH2:28][O:29][CH2:30][CH2:31]4)[CH:12]=3)=[CH:10][C:3]=12, predict the reactants needed to synthesize it. The reactants are: [Cl:1][C:2]1[CH:7]=[CH:6][N:5]=[C:4]2[N:8](S(C3C=CC(C)=CC=3)(=O)=O)[C:9]([C:11]3[C:15]4=[N:16][C:17]([O:22][CH3:23])=[C:18]([O:20][CH3:21])[CH:19]=[C:14]4[N:13]([CH2:24][CH2:25][N:26]4[CH2:31][CH2:30][O:29][CH2:28][CH2:27]4)[CH:12]=3)=[CH:10][C:3]=12.[OH-].[K+]. (3) The reactants are: CO.[BH4-].[Na+].[CH3:5][O:6][C:7]1[CH:8]=[CH:9][C:10]2[N:11]([N:13]=[C:14]([C:28]3[CH:33]=[CH:32][C:31]([O:34][CH3:35])=[CH:30][CH:29]=3)[C:15]=2[C:16]([C:18]2[N:23]=[C:22]([C:24]([O:26][CH3:27])=[O:25])[CH:21]=[CH:20][CH:19]=2)=[O:17])[CH:12]=1.[Cl-].[NH4+]. Given the product [OH:17][CH:16]([C:15]1[C:14]([C:28]2[CH:29]=[CH:30][C:31]([O:34][CH3:35])=[CH:32][CH:33]=2)=[N:13][N:11]2[CH:12]=[C:7]([O:6][CH3:5])[CH:8]=[CH:9][C:10]=12)[C:18]1[N:23]=[C:22]([C:24]([O:26][CH3:27])=[O:25])[CH:21]=[CH:20][CH:19]=1, predict the reactants needed to synthesize it.